From a dataset of Reaction yield outcomes from USPTO patents with 853,638 reactions. Predict the reaction yield, written as a fraction of the theoretical maximum amount of product (1.0 means a 100% yield; for example, 0.34 means a 34% yield). (1) The reactants are [C:1]([C:3]1[O:7][C:6]([C:8](Cl)=[O:9])=[CH:5][CH:4]=1)#[N:2].[CH3:11][N:12]1[CH2:17][CH2:16][N:15]([C:18]2[CH:23]=[CH:22][C:21]([NH2:24])=[C:20]([C:25]3[C:29]([CH3:30])=[CH:28][S:27][CH:26]=3)[CH:19]=2)[CH2:14][CH2:13]1.CCN(C(C)C)C(C)C. No catalyst specified. The product is [CH3:11][N:12]1[CH2:17][CH2:16][N:15]([C:18]2[CH:23]=[CH:22][C:21]([NH:24][C:8]([C:6]3[O:7][C:3]([C:1]#[N:2])=[CH:4][CH:5]=3)=[O:9])=[C:20]([C:25]3[C:29]([CH3:30])=[CH:28][S:27][CH:26]=3)[CH:19]=2)[CH2:14][CH2:13]1. The yield is 0.240. (2) The reactants are [CH:1]1([NH2:5])[CH2:4][CH2:3][CH2:2]1.[CH3:6][O:7][C:8](=[O:20])[C:9]1[CH:14]=[C:13]([S:15]([CH3:18])(=[O:17])=[O:16])[N:12]=[C:11](Cl)[CH:10]=1.C1(P(C2C=CC=CC=2)C2C=CC3C(=CC=CC=3)C=2C2C3C(=CC=CC=3)C=CC=2P(C2C=CC=CC=2)C2C=CC=CC=2)C=CC=CC=1.C(=O)([O-])[O-].[Cs+].[Cs+]. The catalyst is C1(C)C=CC=CC=1.C([O-])(=O)C.[Pd+2].C([O-])(=O)C. The product is [CH3:6][O:7][C:8](=[O:20])[C:9]1[CH:14]=[C:13]([S:15]([CH3:18])(=[O:17])=[O:16])[N:12]=[C:11]([NH:5][CH:1]2[CH2:4][CH2:3][CH2:2]2)[CH:10]=1. The yield is 0.900. (3) The reactants are [C:1]([O:10]C)(=O)[C:2]1[C:3](=[CH:5][CH:6]=[CH:7][CH:8]=1)[SH:4].[C:12]([C:14]1[CH:15]=[N:16][CH:17]=[CH:18][CH:19]=1)#[N:13].C(N(CC)CC)C. The catalyst is C1(C)C=CC=CC=1. The product is [N:16]1[CH:17]=[CH:18][CH:19]=[C:14]([C:12]2[S:4][C:3]3[CH:5]=[CH:6][CH:7]=[CH:8][C:2]=3[C:1](=[O:10])[N:13]=2)[CH:15]=1. The yield is 0.434. (4) The reactants are BrC1[CH:3]=[C:4]([CH2:8][NH2:9])C=CC=1.[CH3:10][Li].[C:12]([Li])([CH3:15])([CH3:14])C.[B:17](OC)([O:20]C)[O:18]C.Cl. The catalyst is O1CCCC1. The product is [CH3:10][NH:9][C:8]1[CH:4]=[C:3]([B:17]([OH:20])[OH:18])[CH:15]=[CH:12][CH:14]=1. The yield is 0.400. (5) The reactants are [Cl:1][C:2]1[CH:7]=[CH:6][C:5]([NH:8][C:9](/[CH:11]=[CH:12]\[C:13]([OH:15])=O)=[O:10])=[CH:4][CH:3]=1.C[Si](N[Si](C)(C)C)(C)C.Cl. The catalyst is C1C=CC=CC=1.[Cl-].[Cl-].[Zn+2]. The product is [Cl:1][C:2]1[CH:3]=[CH:4][C:5]([N:8]2[C:9](=[O:10])[CH:11]=[CH:12][C:13]2=[O:15])=[CH:6][CH:7]=1. The yield is 0.970. (6) The reactants are C(OC(C1C=NN([C:11]([C:24]2[CH:29]=[CH:28][CH:27]=[CH:26][CH:25]=2)([C:18]2[CH:23]=[CH:22][CH:21]=[CH:20][CH:19]=2)[C:12]2[CH:17]=[CH:16][CH:15]=[CH:14][CH:13]=2)C=1)=O)C.[CH3:30][O:31][C:32]([C:34]1[CH:38]=[C:37]([C:39]([O:41][CH3:42])=[O:40])[NH:36][N:35]=1)=[O:33].[H-].[Na+].C(Cl)(C1C=CC=CC=1)(C1C=CC=CC=1)C1C=CC=CC=1. The catalyst is CN(C)C=O. The product is [C:11]([N:36]1[C:37]([C:39]([O:41][CH3:42])=[O:40])=[CH:38][C:34]([C:32]([O:31][CH3:30])=[O:33])=[N:35]1)([C:12]1[CH:17]=[CH:16][CH:15]=[CH:14][CH:13]=1)([C:24]1[CH:25]=[CH:26][CH:27]=[CH:28][CH:29]=1)[C:18]1[CH:19]=[CH:20][CH:21]=[CH:22][CH:23]=1. The yield is 0.980. (7) The reactants are C[O:2][C:3](=[O:30])[CH2:4][O:5][C:6]1[CH:11]=[CH:10][C:9]([F:12])=[C:8]([CH2:13][C:14]2[C:22]3[C:17](=[N:18][CH:19]=[C:20]([C:23]4[CH:24]=[N:25][CH:26]=[CH:27][CH:28]=4)[CH:21]=3)[NH:16][CH:15]=2)[C:7]=1[F:29].[OH-].[K+].O.Cl. The catalyst is O1CCCC1. The product is [F:29][C:7]1[C:8]([CH2:13][C:14]2[C:22]3[C:17](=[N:18][CH:19]=[C:20]([C:23]4[CH:24]=[N:25][CH:26]=[CH:27][CH:28]=4)[CH:21]=3)[NH:16][CH:15]=2)=[C:9]([F:12])[CH:10]=[CH:11][C:6]=1[O:5][CH2:4][C:3]([OH:30])=[O:2]. The yield is 0.470. (8) The reactants are [CH3:1][O:2][CH2:3][CH2:4][O:5][C:6]1[CH:7]=[C:8]([C:16]2[N:20]([CH:21]3[CH2:26][CH2:25][CH2:24][CH2:23][O:22]3)[N:19]=[C:18]([CH3:27])[C:17]=2[CH2:28][OH:29])[CH:9]=[C:10]([C:12]([F:15])([F:14])[F:13])[CH:11]=1. The catalyst is ClCCl.O=[Mn]=O. The product is [CH3:1][O:2][CH2:3][CH2:4][O:5][C:6]1[CH:7]=[C:8]([C:16]2[N:20]([CH:21]3[CH2:26][CH2:25][CH2:24][CH2:23][O:22]3)[N:19]=[C:18]([CH3:27])[C:17]=2[CH:28]=[O:29])[CH:9]=[C:10]([C:12]([F:13])([F:15])[F:14])[CH:11]=1. The yield is 0.940. (9) The reactants are [F:1][C:2]1[CH:7]=[CH:6][C:5]([NH:8][C:9]2[CH:14]=[CH:13][CH:12]=[CH:11][CH:10]=2)=[C:4]([N+:15]([O-])=O)[CH:3]=1.CCO[C:21]([CH3:23])=O.[CH3:24][OH:25]. The catalyst is [Pd]. The product is [F:1][C:2]1[CH:3]=[C:4]2[C:5](=[CH:6][CH:7]=1)[N:8]([C:9]1[CH:14]=[CH:13][CH:12]=[CH:11][CH:10]=1)[C:24](=[O:25])[C:9]([N:8]1[CH2:23][CH2:21][NH:15][CH2:4][CH2:5]1)=[N:15]2. The yield is 0.750. (10) The reactants are [NH2:1][C:2]1[CH:9]=[CH:8][CH:7]=[C:6](Br)[C:3]=1[C:4]#[N:5].[CH3:11][C:12]([CH3:16])([CH3:15])[C:13]#[CH:14].C([O-])([O-])=O.[K+].[K+]. The catalyst is COCCOC.O.[Cu]I.C1C=CC([P]([Pd]([P](C2C=CC=CC=2)(C2C=CC=CC=2)C2C=CC=CC=2)([P](C2C=CC=CC=2)(C2C=CC=CC=2)C2C=CC=CC=2)[P](C2C=CC=CC=2)(C2C=CC=CC=2)C2C=CC=CC=2)(C2C=CC=CC=2)C2C=CC=CC=2)=CC=1. The product is [NH2:1][C:2]1[CH:9]=[CH:8][CH:7]=[C:6]([C:14]#[C:13][C:12]([CH3:16])([CH3:15])[CH3:11])[C:3]=1[C:4]#[N:5]. The yield is 0.930.